From a dataset of Peptide-MHC class I binding affinity with 185,985 pairs from IEDB/IMGT. Regression. Given a peptide amino acid sequence and an MHC pseudo amino acid sequence, predict their binding affinity value. This is MHC class I binding data. (1) The peptide sequence is RETVIEYLV. The MHC is Patr-A0401 with pseudo-sequence Patr-A0401. The binding affinity (normalized) is 0. (2) The peptide sequence is KTPWDRFCK. The MHC is HLA-A11:01 with pseudo-sequence HLA-A11:01. The binding affinity (normalized) is 0.615. (3) The peptide sequence is QGQYMNTP. The MHC is Mamu-B04 with pseudo-sequence YSEMYEERAGNTFVGNLYYWYDFYTWAEQAYTWY. The binding affinity (normalized) is 0.659. (4) The peptide sequence is ASGKGLSSLS. The MHC is Mamu-A01 with pseudo-sequence Mamu-A01. The binding affinity (normalized) is 0.131. (5) The MHC is HLA-B27:05 with pseudo-sequence HLA-B27:05. The peptide sequence is IEELREHLL. The binding affinity (normalized) is 0. (6) The peptide sequence is ATGKCNPNL. The MHC is HLA-A02:01 with pseudo-sequence HLA-A02:01. The binding affinity (normalized) is 0.130.